This data is from Full USPTO retrosynthesis dataset with 1.9M reactions from patents (1976-2016). The task is: Predict the reactants needed to synthesize the given product. (1) Given the product [C:1]1([CH3:14])[CH:2]=[CH:3][C:4]([N:7]=[C:8]2[NH:12][C:11](=[O:13])[C:10](=[CH:23][CH2:22][CH2:21][C:15]3[CH:20]=[CH:19][CH:18]=[CH:17][CH:16]=3)[S:9]2)=[CH:5][CH:6]=1, predict the reactants needed to synthesize it. The reactants are: [C:1]1([CH3:14])[CH:6]=[CH:5][C:4]([N:7]=[C:8]2[NH:12][C:11](=[O:13])[CH2:10][S:9]2)=[CH:3][CH:2]=1.[C:15]1([CH2:21][CH2:22][CH:23]=O)[CH:20]=[CH:19][CH:18]=[CH:17][CH:16]=1.CC([O-])=O.[Na+]. (2) Given the product [OH:1][CH:2]1[CH:7]([C:8]2[CH:9]=[CH:10][C:11]([O:14][CH2:22]/[CH:23]=[CH:24]/[C:25]3[CH:30]=[CH:29][CH:28]=[CH:27][CH:26]=3)=[CH:12][CH:13]=2)[CH2:6][CH2:5][N:4]([C:15]([O:17][C:18]([CH3:21])([CH3:20])[CH3:19])=[O:16])[CH2:3]1.[Br:31][CH2:22][C:23]1[CH:3]=[CH:2][C:30]2[C:25](=[CH:26][CH:27]=[CH:28][CH:29]=2)[CH:24]=1, predict the reactants needed to synthesize it. The reactants are: [OH:1][CH:2]1[CH:7]([C:8]2[CH:13]=[CH:12][C:11]([OH:14])=[CH:10][CH:9]=2)[CH2:6][CH2:5][N:4]([C:15]([O:17][C:18]([CH3:21])([CH3:20])[CH3:19])=[O:16])[CH2:3]1.[CH2:22]([Br:31])[CH:23]=[CH:24][C:25]1[CH:30]=[CH:29][CH:28]=[CH:27][CH:26]=1.C(=O)([O-])[O-].[K+].[K+]. (3) Given the product [NH2:8][CH2:9][CH2:10][C:11]1[CH:12]=[CH:13][C:14]([NH:17][C:18]2[C:19](=[O:32])[NH:20][C:21](=[O:31])[C:22]=2[C:23]2[CH:28]=[CH:27][CH:26]=[CH:25][C:24]=2[O:29][CH3:30])=[CH:15][CH:16]=1, predict the reactants needed to synthesize it. The reactants are: C(OC([NH:8][CH2:9][CH2:10][C:11]1[CH:16]=[CH:15][C:14]([NH:17][C:18]2[C:19](=[O:32])[NH:20][C:21](=[O:31])[C:22]=2[C:23]2[CH:28]=[CH:27][CH:26]=[CH:25][C:24]=2[O:29][CH3:30])=[CH:13][CH:12]=1)=O)(C)(C)C. (4) Given the product [CH:21]1([S:24]([N:27]2[CH:31]=[C:30]([C:32]3[N:37]=[C:36]([NH:38][C:2]4[N:7]=[CH:6][C:5]5[C:8]([N:14]6[CH2:18][CH2:17][N:16]([CH3:19])[C:15]6=[O:20])=[N:9][N:10]([CH:11]([CH3:13])[CH3:12])[C:4]=5[CH:3]=4)[CH:35]=[CH:34][N:33]=3)[CH:29]=[N:28]2)(=[O:25])=[O:26])[CH2:23][CH2:22]1, predict the reactants needed to synthesize it. The reactants are: Br[C:2]1[N:7]=[CH:6][C:5]2[C:8]([N:14]3[CH2:18][CH2:17][N:16]([CH3:19])[C:15]3=[O:20])=[N:9][N:10]([CH:11]([CH3:13])[CH3:12])[C:4]=2[CH:3]=1.[CH:21]1([S:24]([N:27]2[CH:31]=[C:30]([C:32]3[N:37]=[C:36]([NH2:38])[CH:35]=[CH:34][N:33]=3)[CH:29]=[N:28]2)(=[O:26])=[O:25])[CH2:23][CH2:22]1.C1(P(C2C=CC=CC=2)C2C3OC4C(=CC=CC=4P(C4C=CC=CC=4)C4C=CC=CC=4)C(C)(C)C=3C=CC=2)C=CC=CC=1.C(=O)([O-])[O-].[Cs+].[Cs+]. (5) Given the product [CH3:32][O:31][C:30]1[C:3](=[O:2])[C:4]([CH3:37])=[C:5]([CH2:6][C:7]2[CH:8]=[CH:9][C:10]([O:21][C:22]3[CH:23]=[N:24][CH:25]=[CH:26][CH:27]=3)=[C:11]([CH:20]=2)[C:12]([N:14]2[CH2:15][CH2:16][O:17][CH2:18][CH2:19]2)=[O:13])[C:28](=[O:35])[C:29]=1[O:33][CH3:34], predict the reactants needed to synthesize it. The reactants are: C[O:2][C:3]1[C:4]([CH3:37])=[C:5]([C:28]([O:35]C)=[C:29]([O:33][CH3:34])[C:30]=1[O:31][CH3:32])[CH2:6][C:7]1[CH:8]=[CH:9][C:10]([O:21][C:22]2[CH:23]=[N:24][CH:25]=[CH:26][CH:27]=2)=[C:11]([CH:20]=1)[C:12]([N:14]1[CH2:19][CH2:18][O:17][CH2:16][CH2:15]1)=[O:13].O=[N+]([O-])[O-].[O-][N+](=O)[O-].[O-][N+](=O)[O-].[O-][N+](=O)[O-].[O-][N+](=O)[O-].[O-][N+](=O)[O-].[Ce+4].[NH4+].[NH4+]. (6) The reactants are: [CH2:1]1[C:10]2[C:5](=[CH:6][CH:7]=[CH:8][CH:9]=2)[CH2:4][CH2:3][CH2:2]1.[CH2:11]([C:15]1[CH:21]=[CH:20][C:18]([NH2:19])=[CH:17][CH:16]=1)[CH2:12][CH2:13][CH3:14].[Cl-].[Ca+2].[Cl-].[Cl-].[Al+3].[Cl-].[Cl-]. Given the product [CH2:11]([C:15]1[CH:16]=[CH:17][C:18]([NH:19][C:8]2[CH:7]=[CH:6][C:5]([CH2:4][CH2:3][CH2:2][CH3:1])=[CH:10][CH:9]=2)=[CH:20][CH:21]=1)[CH2:12][CH2:13][CH3:14], predict the reactants needed to synthesize it. (7) Given the product [CH3:28][C:23]1[CH:22]=[C:21]([C:20]2[N:4]([NH:5][C:6](=[O:16])[C:7]3[CH:12]=[CH:11][CH:10]=[C:9]([O:13][CH3:14])[C:8]=3[CH3:15])[C:1]([CH3:3])([CH3:2])[O:18][N:19]=2)[CH:26]=[C:25]([CH3:27])[CH:24]=1, predict the reactants needed to synthesize it. The reactants are: [C:1](=[N:4][NH:5][C:6](=[O:16])[C:7]1[CH:12]=[CH:11][CH:10]=[C:9]([O:13][CH3:14])[C:8]=1[CH3:15])([CH3:3])[CH3:2].Cl[O:18][N:19]=[CH:20][C:21]1[CH:26]=[C:25]([CH3:27])[CH:24]=[C:23]([CH3:28])[CH:22]=1.C(Cl)(Cl)Cl.C([O-])([O-])=O.[K+].[K+].